This data is from Forward reaction prediction with 1.9M reactions from USPTO patents (1976-2016). The task is: Predict the product of the given reaction. Given the reactants Br[C:2]1[CH:3]=[C:4]([CH:7]=[C:8]([O:10][CH3:11])[CH:9]=1)[C:5]#[N:6].[C:12]1(B(O)O)[CH:17]=[CH:16][CH:15]=[CH:14][CH:13]=1.C1(C)C=CC=CC=1, predict the reaction product. The product is: [CH3:11][O:10][C:8]1[CH:7]=[C:4]([C:5]#[N:6])[CH:3]=[C:2]([C:12]2[CH:17]=[CH:16][CH:15]=[CH:14][CH:13]=2)[CH:9]=1.